Dataset: Reaction yield outcomes from USPTO patents with 853,638 reactions. Task: Predict the reaction yield, written as a fraction of the theoretical maximum amount of product (1.0 means a 100% yield; for example, 0.34 means a 34% yield). (1) The reactants are [C:1]1([S:7]([N:10]2[C:14]3[CH:15]=[N:16][C:17]([C:26]#[N:27])=[C:18]([O:19][CH:20]4[CH2:25][CH2:24][NH:23][CH2:22][CH2:21]4)[C:13]=3[C:12]3[CH:28]=[C:29]([Br:32])[CH:30]=[N:31][C:11]2=3)(=[O:9])=[O:8])[CH:6]=[CH:5][CH:4]=[CH:3][CH:2]=1.[CH2:33](I)[CH3:34]. The catalyst is C(#N)C. The product is [C:1]1([S:7]([N:10]2[C:14]3[CH:15]=[N:16][C:17]([C:26]#[N:27])=[C:18]([O:19][CH:20]4[CH2:25][CH2:24][N:23]([CH2:33][CH3:34])[CH2:22][CH2:21]4)[C:13]=3[C:12]3[CH:28]=[C:29]([Br:32])[CH:30]=[N:31][C:11]2=3)(=[O:8])=[O:9])[CH:2]=[CH:3][CH:4]=[CH:5][CH:6]=1. The yield is 0.600. (2) The reactants are [CH3:1][C:2]1[C:7]([CH3:8])=[CH:6][N:5]=[C:4]([N:9]2[C:17](=[O:18])[C:16]3[C:11](=[CH:12][CH:13]=[CH:14][CH:15]=3)[C:10]2=[O:19])[CH:3]=1.C1C=C(Cl)C=C(C(OO)=[O:28])C=1. The catalyst is C(Cl)Cl. The product is [O:18]=[C:17]1[C:16]2[C:11](=[CH:12][CH:13]=[CH:14][CH:15]=2)[C:10](=[O:19])[N:9]1[C:4]1[CH:3]=[C:2]([CH3:1])[C:7]([CH3:8])=[CH:6][N+:5]=1[O-:28]. The yield is 0.830.